This data is from Full USPTO retrosynthesis dataset with 1.9M reactions from patents (1976-2016). The task is: Predict the reactants needed to synthesize the given product. (1) Given the product [CH2:1]([O:5][C:6]1[CH:31]=[CH:30][C:29]([O:32][CH2:33][CH:34]([CH3:36])[CH3:35])=[CH:28][C:7]=1[C:8]([C:10]1[CH:11]=[CH:12][C:13]([O:23][CH2:24][CH:25]([CH3:27])[CH3:26])=[C:14]([CH2:16][CH2:17][C:18]([OH:20])=[O:19])[CH:15]=1)=[O:9])[CH:2]([CH3:4])[CH3:3], predict the reactants needed to synthesize it. The reactants are: [CH2:1]([O:5][C:6]1[CH:31]=[CH:30][C:29]([O:32][CH2:33][CH:34]([CH3:36])[CH3:35])=[CH:28][C:7]=1[C:8]([C:10]1[CH:11]=[CH:12][C:13]([O:23][CH2:24][CH:25]([CH3:27])[CH3:26])=[C:14]([CH2:16][CH2:17][C:18]([O:20]CC)=[O:19])[CH:15]=1)=[O:9])[CH:2]([CH3:4])[CH3:3].[OH-].[Na+].C(Cl)(Cl)Cl.Cl. (2) Given the product [ClH:35].[Cl:35][C:36]1[CH:41]=[CH:25][C:24]([CH2:23][S:22][C:11]2[CH:10]=[C:9]([O:8][CH2:1][C:2]3[CH:7]=[CH:6][CH:5]=[CH:4][CH:3]=3)[C:14]([NH:15][C:16]3[S:17][CH:18]=[C:19]([CH3:21])[N:20]=3)=[N:13][CH:12]=2)=[CH:38][CH:37]=1, predict the reactants needed to synthesize it. The reactants are: [CH2:1]([O:8][C:9]1[CH:10]=[C:11]([S:22][CH2:23][CH2:24][C:25](OC)=O)[CH:12]=[N:13][C:14]=1[NH:15][C:16]1[S:17][CH:18]=[C:19]([CH3:21])[N:20]=1)[C:2]1[CH:7]=[CH:6][CH:5]=[CH:4][CH:3]=1.CC([O-])(C)C.[K+].[Cl:35][C:36]1[CH:41]=CC(CCl)=[CH:38][CH:37]=1.Cl. (3) Given the product [C:3]1([P:2]([C:9]2[CH:14]=[CH:13][CH:12]=[CH:11][CH:10]=2)[NH:28][S:25]([C:22]2[CH:23]=[CH:24][C:19]([CH2:15][CH2:16][CH2:17][CH3:18])=[CH:20][CH:21]=2)(=[O:26])=[O:27])[CH:8]=[CH:7][CH:6]=[CH:5][CH:4]=1, predict the reactants needed to synthesize it. The reactants are: Cl[P:2]([C:9]1[CH:14]=[CH:13][CH:12]=[CH:11][CH:10]=1)[C:3]1[CH:8]=[CH:7][CH:6]=[CH:5][CH:4]=1.[CH2:15]([C:19]1[CH:24]=[CH:23][C:22]([S:25]([NH2:28])(=[O:27])=[O:26])=[CH:21][CH:20]=1)[CH2:16][CH2:17][CH3:18].C(N(CC)CC)C. (4) Given the product [CH3:1][C:2]1[N:6]=[C:5]([CH2:7][O:8][C:9]2[CH:14]=[CH:13][C:12]3[N:15]=[C:37]([C:36]4[CH:35]=[CH:34][C:33]([C:31]([NH:30][C:26]5[CH:25]=[C:24]6[C:29](=[CH:28][CH:27]=5)[NH:21][CH:22]=[CH:23]6)=[O:32])=[CH:40][CH:39]=4)[NH:18][C:11]=3[CH:10]=2)[O:4][N:3]=1, predict the reactants needed to synthesize it. The reactants are: [CH3:1][C:2]1[N:6]=[C:5]([CH2:7][O:8][C:9]2[CH:14]=[CH:13][C:12]([N+:15]([O-])=O)=[C:11]([N+:18]([O-])=O)[CH:10]=2)[O:4][N:3]=1.[NH:21]1[C:29]2[C:24](=[CH:25][C:26]([NH:30][C:31]([C:33]3[CH:40]=[CH:39][C:36]([CH:37]=O)=[CH:35][CH:34]=3)=[O:32])=[CH:27][CH:28]=2)[CH:23]=[CH:22]1.